Task: Predict the reaction yield, written as a fraction of the theoretical maximum amount of product (1.0 means a 100% yield; for example, 0.34 means a 34% yield).. Dataset: Reaction yield outcomes from USPTO patents with 853,638 reactions (1) The reactants are [I:1][C:2]1[C:10]2[C:5](=[N:6][CH:7]=[N:8][C:9]=2[NH2:11])[NH:4][N:3]=1.O[C@H:13]1[CH2:18][CH2:17][CH2:16][N:15]([C:19]([O:21][C:22]([CH3:25])([CH3:24])[CH3:23])=[O:20])[CH2:14]1.C1(P(C2C=CC=CC=2)C2C=CC=CC=2)C=CC=CC=1.O1CCCC1.N(C(OC(C)C)=O)=NC(OC(C)C)=O. The catalyst is O1CCCC1. The product is [NH2:11][C:9]1[N:8]=[CH:7][N:6]=[C:5]2[N:4]([C@@H:17]3[CH2:18][CH2:13][CH2:14][N:15]([C:19]([O:21][C:22]([CH3:25])([CH3:24])[CH3:23])=[O:20])[CH2:16]3)[N:3]=[C:2]([I:1])[C:10]=12. The yield is 0.330. (2) The reactants are [CH3:1][O:2][C:3]1[C:12]([C:13]([O:15]CC)=[O:14])=[C:11]([O:18][CH3:19])[C:10]2[C:5](=[CH:6][CH:7]=[CH:8][CH:9]=2)[N:4]=1.Cl. The catalyst is [OH-].[Na+]. The product is [CH3:1][O:2][C:3]1[C:12]([C:13]([OH:15])=[O:14])=[C:11]([O:18][CH3:19])[C:10]2[C:5](=[CH:6][CH:7]=[CH:8][CH:9]=2)[N:4]=1. The yield is 0.500. (3) The reactants are Cl[C:2]1[N:7]=[C:6]([C:8]2[O:9][CH:10]=[CH:11][CH:12]=2)[N:5]=[C:4]([NH:13][C:14](=[O:16])[CH3:15])[CH:3]=1.C([Sn](CCCC)(CCCC)[C:22]1[S:23][C:24]2[CH:30]=[CH:29][CH:28]=[CH:27][C:25]=2[N:26]=1)CCC. The catalyst is CN(C=O)C.[Pd](Cl)Cl.C1(P(C2C=CC=CC=2)C2C=CC=CC=2)C=CC=CC=1.C1(P(C2C=CC=CC=2)C2C=CC=CC=2)C=CC=CC=1. The product is [S:23]1[C:24]2[CH:30]=[CH:29][CH:28]=[CH:27][C:25]=2[N:26]=[C:22]1[C:2]1[N:7]=[C:6]([C:8]2[O:9][CH:10]=[CH:11][CH:12]=2)[N:5]=[C:4]([NH:13][C:14](=[O:16])[CH3:15])[CH:3]=1. The yield is 0.710. (4) The reactants are [CH2:1](Br)[C:2]1[CH:7]=[CH:6][CH:5]=[CH:4][CH:3]=1.[C:9]([C:12]1[C:13]([OH:23])=[CH:14][C:15]([OH:22])=[C:16]([CH:21]=1)[C:17]([O:19][CH3:20])=[O:18])(=[O:11])[CH3:10].C(=O)([O-])[O-].[K+].[K+]. The product is [C:9]([C:12]1[C:13]([O:23][CH2:1][C:2]2[CH:7]=[CH:6][CH:5]=[CH:4][CH:3]=2)=[CH:14][C:15]([O:22][CH2:1][C:2]2[CH:7]=[CH:6][CH:5]=[CH:4][CH:3]=2)=[C:16]([CH:21]=1)[C:17]([O:19][CH3:20])=[O:18])(=[O:11])[CH3:10]. The yield is 0.990. The catalyst is C(#N)C. (5) The reactants are [Cl:1][C:2]1[N:7]([CH2:8][CH3:9])[C:6](=[O:10])[NH:5][C:4](=[O:11])[C:3]=1[CH:12]([CH3:14])[CH3:13].[H-].[Na+].[CH3:17][O:18][CH2:19]Cl. The catalyst is CN(C=O)C. The product is [Cl:1][C:2]1[N:7]([CH2:8][CH3:9])[C:6](=[O:10])[N:5]([CH2:17][O:18][CH3:19])[C:4](=[O:11])[C:3]=1[CH:12]([CH3:13])[CH3:14]. The yield is 0.910. (6) The reactants are [C:1]([O:5][C:6]([N:8]1[CH:12]=[CH:11][CH:10]=[C:9]1B(O)O)=[O:7])([CH3:4])([CH3:3])[CH3:2].Br[C:17]1[S:18][C:19]([C:22]([O:24][CH2:25][CH3:26])=[O:23])=[CH:20][N:21]=1.C1(P(C2C=CC=CC=2)C2C=CC=CC=2)C=CC=CC=1.C(=O)([O-])[O-].[K+].[K+]. The catalyst is COCCOC.C([O-])(=O)C.[Pd+2].C([O-])(=O)C.C(OCC)(=O)C.O. The product is [C:1]([O:5][C:6]([N:8]1[CH:12]=[CH:11][CH:10]=[C:9]1[C:17]1[S:18][C:19]([C:22]([O:24][CH2:25][CH3:26])=[O:23])=[CH:20][N:21]=1)=[O:7])([CH3:4])([CH3:3])[CH3:2]. The yield is 0.740. (7) The reactants are [NH2:1][CH2:2][C:3]1[CH:4]=[C:5]([CH:26]=[CH:27][CH:28]=1)[CH2:6][N:7]1[C:12]([CH3:13])=[CH:11][C:10]([O:14][CH2:15][C:16]2[CH:21]=[CH:20][C:19]([F:22])=[CH:18][C:17]=2[F:23])=[C:9]([Br:24])[C:8]1=[O:25].ON1C2C=C[CH:37]=[CH:38][C:33]=2N=N1.Cl.CN(C)CCCN=C=NCC.CN1C[CH2:56][O:55]CC1.CN(C)C(=[O:62])C. The catalyst is O. The product is [Br:24][C:9]1[C:8](=[O:25])[N:7]([CH2:6][C:5]2[CH:4]=[C:3]([CH:28]=[CH:27][CH:26]=2)[CH2:2][NH:1][C:56](=[O:55])[C:38]([OH:62])([CH3:37])[CH3:33])[C:12]([CH3:13])=[CH:11][C:10]=1[O:14][CH2:15][C:16]1[CH:21]=[CH:20][C:19]([F:22])=[CH:18][C:17]=1[F:23]. The yield is 0.640. (8) The reactants are [CH3:1][N:2]1[C:6]([C:7]([OH:9])=[O:8])=[C:5]([N+:10]([O-])=O)[CH:4]([CH2:13][CH2:14][CH3:15])[NH:3]1.[H][H]. The catalyst is [Pd].C(O)C. The product is [NH2:10][C:5]1[CH:4]([CH2:13][CH2:14][CH3:15])[NH:3][N:2]([CH3:1])[C:6]=1[C:7]([OH:9])=[O:8]. The yield is 0.800. (9) The reactants are Cl.[Cl:2][C:3]1[CH:8]=[CH:7][N:6]=[C:5]([C:9](Cl)=[O:10])[CH:4]=1.[CH3:12][N:13]([CH3:15])[NH2:14].C(N(CC)C(C)C)(C)C. The catalyst is C1COCC1.O.CCOC(C)=O. The product is [Cl:2][C:3]1[CH:8]=[CH:7][N:6]=[C:5]([C:9]([NH:14][N:13]([CH3:15])[CH3:12])=[O:10])[CH:4]=1. The yield is 0.560. (10) The reactants are [NH2:1][C:2]1[CH:7]=[C:6]([N+:8]([O-:10])=[O:9])[CH:5]=[CH:4][C:3]=1[OH:11].C([O-])([O-])=O.[K+].[K+].Br[CH2:19][CH2:20]Br. The catalyst is CN(C=O)C. The product is [N+:8]([C:6]1[CH:5]=[CH:4][C:3]2[O:11][CH2:19][CH2:20][NH:1][C:2]=2[CH:7]=1)([O-:10])=[O:9]. The yield is 0.340.